Dataset: Catalyst prediction with 721,799 reactions and 888 catalyst types from USPTO. Task: Predict which catalyst facilitates the given reaction. (1) Reactant: [Cl:1][C:2]1[CH:3]=[C:4]2[C:9](=[CH:10][C:11]=1[O:12][C:13]1[CH:21]=[CH:20][C:16]([C:17](O)=[O:18])=[CH:15][CH:14]=1)[O:8][CH2:7][CH2:6][CH:5]2[C:22]([O:24][CH2:25][CH3:26])=[O:23].O.ON1C2C=CC=CC=2N=N1.[CH3:38][O:39][C:40]1[CH:45]=[C:44]([Br:46])[CH:43]=[CH:42][C:41]=1[CH2:47][CH2:48][NH2:49].Cl.C(N=C=NCCCN(C)C)C. Product: [CH3:38][O:39][C:40]1[CH:45]=[C:44]([Br:46])[CH:43]=[CH:42][C:41]=1[CH2:47][CH2:48][NH:49][C:17]([C:16]1[CH:20]=[CH:21][C:13]([O:12][C:11]2[CH:10]=[C:9]3[C:4]([CH:5]([C:22]([O:24][CH2:25][CH3:26])=[O:23])[CH2:6][CH2:7][O:8]3)=[CH:3][C:2]=2[Cl:1])=[CH:14][CH:15]=1)=[O:18]. The catalyst class is: 35. (2) Reactant: Cl[CH2:2][C:3]1[N:4]=[C:5]2[N:10]=[C:9]([CH3:11])[CH:8]=[C:7]([CH3:12])[N:6]2[CH:13]=1.[CH3:14][N:15]1[CH:19]=[C:18]([C:20]2[CH:25]=[CH:24][CH:23]=[CH:22][CH:21]=2)[NH:17][C:16]1=[S:26].C([O-])([O-])=O.[K+].[K+]. Product: [CH3:12][C:7]1[N:6]2[CH:13]=[C:3]([CH2:2][S:26][C:16]3[N:15]([CH3:14])[CH:19]=[C:18]([C:20]4[CH:25]=[CH:24][CH:23]=[CH:22][CH:21]=4)[N:17]=3)[N:4]=[C:5]2[N:10]=[C:9]([CH3:11])[CH:8]=1. The catalyst class is: 3. (3) Reactant: [CH3:1][C:2]([CH3:18])([CH3:17])[C@H:3]([OH:16])[CH2:4][C:5]1[O:6][C:7]([C:10]2[CH:15]=[CH:14][CH:13]=[CH:12][CH:11]=2)=[N:8][N:9]=1.[N:19]([C@@H:22]([CH2:27][CH2:28][CH2:29][CH3:30])[C:23]([O:25][CH3:26])=[O:24])=[C:20]=[O:21]. Product: [CH3:1][C:2]([CH3:18])([CH3:17])[C@H:3]([O:16][C:20]([NH:19][C@@H:22]([CH2:27][CH2:28][CH2:29][CH3:30])[C:23]([O:25][CH3:26])=[O:24])=[O:21])[CH2:4][C:5]1[O:6][C:7]([C:10]2[CH:15]=[CH:14][CH:13]=[CH:12][CH:11]=2)=[N:8][N:9]=1. The catalyst class is: 11. (4) Reactant: [Cl:1][C:2]1[NH:6][C:5]2[CH:7]=[CH:8][CH:9]=[CH:10][C:4]=2[N:3]=1.[H-].[Na+].Br[CH2:14][C:15]([O:17][CH2:18][CH3:19])=[O:16]. Product: [Cl:1][C:2]1[N:6]([CH2:14][C:15]([O:17][CH2:18][CH3:19])=[O:16])[C:5]2[CH:7]=[CH:8][CH:9]=[CH:10][C:4]=2[N:3]=1. The catalyst class is: 3. (5) Reactant: C([O:8][C:9](=[O:24])[CH2:10][N:11]([CH2:13][CH2:14][N:15]([C:17]([O:19][C:20]([CH3:23])([CH3:22])[CH3:21])=[O:18])[CH3:16])[CH3:12])C1C=CC=CC=1. Product: [C:20]([O:19][C:17]([N:15]([CH3:16])[CH2:14][CH2:13][N:11]([CH2:10][C:9]([OH:24])=[O:8])[CH3:12])=[O:18])([CH3:23])([CH3:22])[CH3:21]. The catalyst class is: 129. (6) Reactant: [F:1][C:2]1[CH:3]=[C:4]([OH:11])[CH:5]=[CH:6][C:7]=1[N+:8]([O-])=O. Product: [NH2:8][C:7]1[CH:6]=[CH:5][C:4]([OH:11])=[CH:3][C:2]=1[F:1]. The catalyst class is: 13. (7) Reactant: [N:1]([O-:3])=O.[CH3:4][O:5][C:6]1[CH:15]=[C:14]2[C:9]([CH2:10][CH2:11][C:12](=[O:16])[CH2:13]2)=[CH:8][CH:7]=1.Cl.C(=O)(O)[O-].[Na+]. Product: [CH3:4][O:5][C:6]1[CH:15]=[C:14]2[C:9]([CH2:10][CH2:11][C:12](=[O:16])[C:13]2=[N:1][OH:3])=[CH:8][CH:7]=1. The catalyst class is: 20. (8) Reactant: C(OC(=O)[NH:7][CH:8]([CH:63]1[CH2:68][CH2:67][CH2:66][CH2:65][CH2:64]1)[C:9]([N:11]1[CH2:15][CH2:14][CH2:13][CH:12]1[CH2:16][C:17]1[C:25]2[C:20](=[CH:21][CH:22]=[CH:23][CH:24]=2)[N:19]([CH2:26][CH2:27][O:28][CH2:29][CH2:30][N:31]2[C:39]3[C:34](=[CH:35][CH:36]=[CH:37][CH:38]=3)[C:33]([CH2:40][CH:41]3[CH2:45][CH2:44][CH2:43][N:42]3[C:46](=[O:62])[CH:47]([NH:54]C(OC(C)(C)C)=O)[CH:48]3[CH2:53][CH2:52][CH2:51][CH2:50][CH2:49]3)=[CH:32]2)[CH:18]=1)=[O:10])(C)(C)C.FC(F)(F)C(O)=O. Product: [NH2:7][CH:8]([CH:63]1[CH2:68][CH2:67][CH2:66][CH2:65][CH2:64]1)[C:9]([N:11]1[CH2:15][CH2:14][CH2:13][CH:12]1[CH2:16][C:17]1[C:25]2[C:20](=[CH:21][CH:22]=[CH:23][CH:24]=2)[N:19]([CH2:26][CH2:27][O:28][CH2:29][CH2:30][N:31]2[C:39]3[C:34](=[CH:35][CH:36]=[CH:37][CH:38]=3)[C:33]([CH2:40][CH:41]3[CH2:45][CH2:44][CH2:43][N:42]3[C:46](=[O:62])[CH:47]([NH2:54])[CH:48]3[CH2:53][CH2:52][CH2:51][CH2:50][CH2:49]3)=[CH:32]2)[CH:18]=1)=[O:10]. The catalyst class is: 2.